Dataset: Catalyst prediction with 721,799 reactions and 888 catalyst types from USPTO. Task: Predict which catalyst facilitates the given reaction. (1) Reactant: B(Cl)(Cl)Cl.[F:5][C:6]1[C:11]2[CH:12]=[CH:13][O:14][C:10]=2[C:9]([NH:15][S:16]([CH:19]2[CH2:21][CH:20]2[CH2:22][O:23]CC2C=CC=CC=2)(=[O:18])=[O:17])=[C:8]([NH:31][C:32]2[CH:37]=[CH:36][C:35]([I:38])=[CH:34][C:33]=2[F:39])[C:7]=1[F:40].C(OCC)(=O)C. Product: [F:5][C:6]1[C:11]2[CH:12]=[CH:13][O:14][C:10]=2[C:9]([NH:15][S:16]([CH:19]2[CH2:21][CH:20]2[CH2:22][OH:23])(=[O:17])=[O:18])=[C:8]([NH:31][C:32]2[CH:37]=[CH:36][C:35]([I:38])=[CH:34][C:33]=2[F:39])[C:7]=1[F:40]. The catalyst class is: 635. (2) Reactant: Cl.Cl.[S:3]1[C:7]2[CH:8]=[CH:9][CH:10]=[CH:11][C:6]=2[N:5]=[C:4]1[NH:12][C:13]([C:15]1[CH:16]=[CH:17][CH:18]=[C:19]2[C:24]=1[CH2:23][NH:22][CH2:21][CH2:20]2)=[O:14].[N:25]1([C:30](N2C=CN=C2)=[S:31])C=CN=C1.N. Product: [S:3]1[C:7]2[CH:8]=[CH:9][CH:10]=[CH:11][C:6]=2[N:5]=[C:4]1[NH:12][C:13]([C:15]1[CH:16]=[CH:17][CH:18]=[C:19]2[C:24]=1[CH2:23][N:22]([C:30](=[S:31])[NH2:25])[CH2:21][CH2:20]2)=[O:14]. The catalyst class is: 3. (3) Reactant: Br[C:2]1[CH:3]=[N:4][C:5]([NH:8][CH2:9][C@@H:10]2[CH2:15][CH2:14][CH2:13][CH2:12][N:11]2[C:16]([C:18]2[C:22]([C:23]3[CH:28]=[CH:27][C:26]([F:29])=[CH:25][CH:24]=3)=[CH:21][N:20]([CH3:30])[N:19]=2)=[O:17])=[N:6][CH:7]=1.C([Sn](CC[CH2:42][CH3:43])CCCC)CCC.Cl.[OH2:45]. Product: [F:29][C:26]1[CH:27]=[CH:28][C:23]([C:22]2[C:18]([C:16]([N:11]3[CH2:12][CH2:13][CH2:14][CH2:15][C@H:10]3[CH2:9][NH:8][C:5]3[N:4]=[CH:3][C:2]([C:42](=[O:45])[CH3:43])=[CH:7][N:6]=3)=[O:17])=[N:19][N:20]([CH3:30])[CH:21]=2)=[CH:24][CH:25]=1. The catalyst class is: 12. (4) Reactant: [Cl:1][C:2]1[NH:6][N:5]=[C:4]([NH2:7])[N:3]=1.[C:8]([CH:10]([CH2:15][CH2:16][CH2:17][CH2:18][CH2:19][CH2:20][CH3:21])[C:11](=O)[CH2:12][CH3:13])#[N:9].[C:22]1(C)C=CC(S(O)(=O)=O)=CC=1.O. Product: [NH2:9][C:8]1[N:5]2[N:6]=[C:2]([Cl:1])[N:3]=[C:4]2[N:7]=[C:11]([CH2:12][CH3:13])[C:10]=1[CH2:15][CH2:16][CH2:17][CH2:18][CH2:19][CH2:20][CH2:21][CH3:22]. The catalyst class is: 728. (5) Reactant: N[C:2]1[CH:3]=[C:4]([CH:8]=[C:9]([N:11]2[CH2:15][CH2:14][CH2:13][C:12]2=[O:16])[CH:10]=1)[C:5]([OH:7])=[O:6].N([O-])=[O:18].[Na+].O. Product: [OH:18][C:2]1[CH:3]=[C:4]([CH:8]=[C:9]([N:11]2[CH2:15][CH2:14][CH2:13][C:12]2=[O:16])[CH:10]=1)[C:5]([OH:7])=[O:6]. The catalyst class is: 209. (6) Reactant: Cl[C:2]1[C:3]([C:11]([NH2:13])=[O:12])=[N:4][C:5]([CH2:9][CH3:10])=[C:6]([Cl:8])[N:7]=1.[CH3:14][S:15]([C:18]1[CH:19]=[C:20]([CH:22]=[CH:23][CH:24]=1)[NH2:21])(=[O:17])=[O:16].C(N(CC)C(C)C)(C)C. Product: [Cl:8][C:6]1[N:7]=[C:2]([NH:21][C:20]2[CH:22]=[CH:23][CH:24]=[C:18]([S:15]([CH3:14])(=[O:17])=[O:16])[CH:19]=2)[C:3]([C:11]([NH2:13])=[O:12])=[N:4][C:5]=1[CH2:9][CH3:10]. The catalyst class is: 12. (7) The catalyst class is: 16. Product: [OH:1][C@H:2]1[CH2:7][CH2:6][CH2:5][C@@H:4]([NH:8][C:9]2[C:14]([C:15]([NH2:17])=[O:16])=[CH:13][N:12]=[C:11]([NH:35][CH:32]3[CH2:33][CH2:34][CH:29]([O:28][CH2:27][C:26]([F:25])([F:36])[F:37])[CH2:30][CH2:31]3)[N:10]=2)[CH2:3]1. Reactant: [OH:1][C@H:2]1[CH2:7][CH2:6][CH2:5][C@@H:4]([NH:8][C:9]2[C:14]([C:15]([NH2:17])=[O:16])=[CH:13][N:12]=[C:11](S(C)(=O)=O)[N:10]=2)[CH2:3]1.Cl.Cl.Cl.[F:25][C:26]([F:37])([F:36])[CH2:27][O:28][CH:29]1[CH2:34][CH2:33][CH:32]([NH2:35])[CH2:31][CH2:30]1.CCN(C(C)C)C(C)C.